Dataset: Forward reaction prediction with 1.9M reactions from USPTO patents (1976-2016). Task: Predict the product of the given reaction. (1) Given the reactants C([N:4]1[C:12]2[C:7](=[CH:8][C:9]([O:16][CH3:17])=[C:10]([N+:13]([O-:15])=[O:14])[CH:11]=2)[CH2:6][CH2:5]1)(=O)C.Cl.[OH-].[Na+], predict the reaction product. The product is: [CH3:17][O:16][C:9]1[CH:8]=[C:7]2[C:12](=[CH:11][C:10]=1[N+:13]([O-:15])=[O:14])[NH:4][CH2:5][CH2:6]2. (2) Given the reactants [OH:1][C:2]1[CH:11]=[CH:10][C:5]([C:6]([O:8][CH3:9])=[O:7])=[CH:4][CH:3]=1.[C:12]([O:16][C:17]([N:19]1[CH2:23][CH2:22][C@@H:21](O)[CH2:20]1)=[O:18])([CH3:15])([CH3:14])[CH3:13].C1(P(C2C=CC=CC=2)C2C=CC=CC=2)C=CC=CC=1.CCOC(/N=N/C(OCC)=O)=O.C(=O)([O-])[O-].[K+].[K+], predict the reaction product. The product is: [C:12]([O:16][C:17]([N:19]1[CH2:23][CH2:22][C@H:21]([O:1][C:2]2[CH:3]=[CH:4][C:5]([C:6]([O:8][CH3:9])=[O:7])=[CH:10][CH:11]=2)[CH2:20]1)=[O:18])([CH3:15])([CH3:13])[CH3:14]. (3) Given the reactants [CH2:1]1[CH:5]2[CH:6]3[CH:10]=[CH:9][CH:8]([CH:4]2[CH:3]=[CH:2]1)[CH2:7]3.[CH:11]12[CH2:17][CH:14]([CH2:15][CH2:16]1)[CH:13]=[CH:12]2, predict the reaction product. The product is: [CH2:1]=[CH2:2].[CH2:1]1[CH:5]2[CH:6]3[CH:10]=[CH:9][CH:8]([CH:4]2[CH:3]=[CH:2]1)[CH2:7]3.[CH:11]12[CH2:17][CH:14]([CH2:15][CH2:16]1)[CH:13]=[CH:12]2. (4) Given the reactants Br[C:2]1[CH:3]=[CH:4][C:5]([F:27])=[C:6]([CH2:8][CH2:9][N:10]2[CH2:15][CH2:14][N:13]([C:16]3[CH:25]=[CH:24][CH:23]=[C:22]4[C:17]=3[CH:18]=[CH:19][C:20]([CH3:26])=[N:21]4)[CH2:12][CH2:11]2)[CH:7]=1.[CH3:28][S:29]([NH2:32])(=[O:31])=[O:30], predict the reaction product. The product is: [F:27][C:5]1[CH:4]=[CH:3][C:2]([NH:32][S:29]([CH3:28])(=[O:31])=[O:30])=[CH:7][C:6]=1[CH2:8][CH2:9][N:10]1[CH2:15][CH2:14][N:13]([C:16]2[CH:25]=[CH:24][CH:23]=[C:22]3[C:17]=2[CH:18]=[CH:19][C:20]([CH3:26])=[N:21]3)[CH2:12][CH2:11]1.